Dataset: Catalyst prediction with 721,799 reactions and 888 catalyst types from USPTO. Task: Predict which catalyst facilitates the given reaction. Reactant: [OH:1][CH:2]([C:6]1[CH:11]=[CH:10][C:9]([C:12]2[N:16]=[C:15]([C:17]3[C:21]([C:22]([F:25])([F:24])[F:23])=[C:20]([C:26]4[CH:31]=[CH:30][CH:29]=[CH:28][CH:27]=4)[O:19][N:18]=3)[O:14][N:13]=2)=[CH:8][CH:7]=1)[C:3]([OH:5])=O.[NH2:32][CH2:33][CH2:34][OH:35].CN(C(ON1N=NC2C=CC=NC1=2)=[N+](C)C)C.F[P-](F)(F)(F)(F)F.CN1CCOCC1. Product: [OH:1][CH:2]([C:6]1[CH:11]=[CH:10][C:9]([C:12]2[N:16]=[C:15]([C:17]3[C:21]([C:22]([F:23])([F:25])[F:24])=[C:20]([C:26]4[CH:27]=[CH:28][CH:29]=[CH:30][CH:31]=4)[O:19][N:18]=3)[O:14][N:13]=2)=[CH:8][CH:7]=1)[C:3]([NH:32][CH2:33][CH2:34][OH:35])=[O:5]. The catalyst class is: 3.